Dataset: Catalyst prediction with 721,799 reactions and 888 catalyst types from USPTO. Task: Predict which catalyst facilitates the given reaction. (1) Product: [CH3:1][O:2][C:3]1[CH:8]=[CH:7][CH:6]=[CH:5][C:4]=1[C:9]1[C:17]2[C:12](=[N:13][CH:14]=[C:15]([C:18]3[CH:19]=[C:20]([CH2:24][C:25]([N:27]([CH3:29])[CH3:28])=[O:26])[CH:21]=[CH:22][CH:23]=3)[CH:16]=2)[NH:11][N:10]=1. Reactant: [CH3:1][O:2][C:3]1[CH:8]=[CH:7][CH:6]=[CH:5][C:4]=1[C:9]1[C:17]2[C:12](=[N:13][CH:14]=[C:15]([C:18]3[CH:19]=[C:20]([CH2:24][C:25]([N:27]([CH3:29])[CH3:28])=[O:26])[CH:21]=[CH:22][CH:23]=3)[CH:16]=2)[N:11](COCC[Si](C)(C)C)[N:10]=1.C(O)(C(F)(F)F)=O. The catalyst class is: 16. (2) Reactant: [F:1][C:2]1[CH:7]=[C:6]([F:8])[CH:5]=[CH:4][C:3]=1[C:9]1[CH:17]=[C:13]([C:14](O)=[O:15])[C:12]([OH:18])=[C:11]([I:19])[CH:10]=1.FC1C(O)=C(F)C(F)=C(F)C=1F.CC([N:35]=C=NC(C)C)C.C(=O)(O)[O-].[NH4+]. Product: [F:1][C:2]1[CH:7]=[C:6]([F:8])[CH:5]=[CH:4][C:3]=1[C:9]1[CH:17]=[C:13]([C:14]([NH2:35])=[O:15])[C:12]([OH:18])=[C:11]([I:19])[CH:10]=1. The catalyst class is: 47. (3) Reactant: N12CCCN=C1CCCCC2.[Br:12][C:13]1[N:18]=[CH:17][C:16]([CH:19]=O)=[CH:15][CH:14]=1.[C:21]([O:25][C:26]([NH:28][CH:29](P(OC)(OC)=O)[C:30]([O:32][CH3:33])=[O:31])=[O:27])([CH3:24])([CH3:23])[CH3:22]. Product: [Br:12][C:13]1[N:18]=[CH:17][C:16]([CH:19]=[C:29]([NH:28][C:26]([O:25][C:21]([CH3:24])([CH3:23])[CH3:22])=[O:27])[C:30]([O:32][CH3:33])=[O:31])=[CH:15][CH:14]=1. The catalyst class is: 2. (4) Reactant: [CH3:1][S:2]([C:4]1[CH:9]=[CH:8][C:7]([N+:10]([O-:12])=[O:11])=[CH:6][CH:5]=1)=[O:3].[N-:13]=[N+]=[N-].[Na+].S(=O)(=O)(O)O.O. Product: [N+:10]([C:7]1[CH:6]=[CH:5][C:4]([S:2]([CH3:1])(=[NH:13])=[O:3])=[CH:9][CH:8]=1)([O-:12])=[O:11]. The catalyst class is: 2. (5) Reactant: [OH:1][C:2]1[CH:11]=[C:10]2[C:5]([CH:6]=[CH:7][CH:8]=[N:9]2)=[CH:4][CH:3]=1.N1C=CC=CC=1.[F:18][C:19]([F:32])([F:31])[S:20](O[S:20]([C:19]([F:32])([F:31])[F:18])(=[O:22])=[O:21])(=[O:22])=[O:21]. Product: [F:18][C:19]([F:32])([F:31])[S:20]([O:1][C:2]1[CH:11]=[C:10]2[C:5]([CH:6]=[CH:7][CH:8]=[N:9]2)=[CH:4][CH:3]=1)(=[O:22])=[O:21]. The catalyst class is: 4. (6) Reactant: [CH3:1][N:2]1[CH2:7][CH2:6][CH:5]([O:8][CH:9]([C:19]2[CH:24]=[CH:23][CH:22]=[C:21]([N+:25]([O-])=O)[CH:20]=2)[C:10]2[NH:14][C:13]3[CH:15]=[CH:16][CH:17]=[CH:18][C:12]=3[N:11]=2)[CH2:4][CH2:3]1.[Sn+2].O.O.[Cl-].[Cl-].O.[OH-].[Na+]. Product: [NH:11]1[C:12]2[CH:18]=[CH:17][CH:16]=[CH:15][C:13]=2[N:14]=[C:10]1[CH:9]([O:8][CH:5]1[CH2:4][CH2:3][N:2]([CH3:1])[CH2:7][CH2:6]1)[C:19]1[CH:20]=[C:21]([NH2:25])[CH:22]=[CH:23][CH:24]=1. The catalyst class is: 8. (7) Reactant: CO/[N:3]=[CH:4]/[C:5]1[CH:6]=[C:7]([CH:12]=[CH:13][C:14]=1[O:15][CH2:16][CH2:17][N:18]1[CH2:23][CH2:22][O:21][CH2:20][CH2:19]1)[C:8]([O:10][CH3:11])=[O:9].Cl. Product: [NH2:3][CH2:4][C:5]1[CH:6]=[C:7]([CH:12]=[CH:13][C:14]=1[O:15][CH2:16][CH2:17][N:18]1[CH2:23][CH2:22][O:21][CH2:20][CH2:19]1)[C:8]([O:10][CH3:11])=[O:9]. The catalyst class is: 19. (8) Reactant: [Cl:1][C:2]1[CH:7]=[CH:6][C:5]([S:8]([CH2:11][CH2:12][C:13]([OH:15])=O)(=[O:10])=[O:9])=[CH:4][CH:3]=1.C(Cl)(=O)C([Cl:19])=O.CN(C=O)C. Product: [Cl:1][C:2]1[CH:7]=[CH:6][C:5]([S:8]([CH2:11][CH2:12][C:13]([Cl:19])=[O:15])(=[O:10])=[O:9])=[CH:4][CH:3]=1. The catalyst class is: 2. (9) Reactant: [CH:1]1[C:10]2[C:5](=[CH:6][CH:7]=[CH:8][CH:9]=2)[CH:4]=[CH:3][C:2]=1[CH2:11][C@H:12]([O:17][C:18](=[O:51])[C@@H:19]([NH:33][C:34](=[O:50])[C:35]1[CH:40]=[CH:39][CH:38]=[CH:37][C:36]=1[CH2:41][CH2:42][C:43]([O:45]C(C)(C)C)=[O:44])[CH2:20][CH2:21][CH2:22][C:23]([O:25][CH2:26][C:27]1[CH:32]=[CH:31][CH:30]=[CH:29][CH:28]=1)=[O:24])[CH2:13][C:14]([NH2:16])=[O:15]. Product: [CH:1]1[C:10]2[C:5](=[CH:6][CH:7]=[CH:8][CH:9]=2)[CH:4]=[CH:3][C:2]=1[CH2:11][C@H:12]([O:17][C:18](=[O:51])[C@@H:19]([NH:33][C:34](=[O:50])[C:35]1[CH:40]=[CH:39][CH:38]=[CH:37][C:36]=1[CH2:41][CH2:42][C:43]([OH:45])=[O:44])[CH2:20][CH2:21][CH2:22][C:23]([O:25][CH2:26][C:27]1[CH:28]=[CH:29][CH:30]=[CH:31][CH:32]=1)=[O:24])[CH2:13][C:14]([NH2:16])=[O:15]. The catalyst class is: 601.